Dataset: Full USPTO retrosynthesis dataset with 1.9M reactions from patents (1976-2016). Task: Predict the reactants needed to synthesize the given product. (1) The reactants are: [H-].[Al+3].[Li+].[H-].[H-].[H-].[F:7][C:8]1[CH:13]=[CH:12][C:11]([O:14][CH3:15])=[CH:10][C:9]=1[C:16]1[C:17]([C:32](OCC)=[O:33])=[CH:18][C:19]([O:22][CH2:23][C:24]2[CH:29]=[CH:28][C:27]([O:30][CH3:31])=[CH:26][CH:25]=2)=[CH:20][CH:21]=1.O.O.O.O.O.O.O.O.O.O.S([O-])([O-])(=O)=O.[Na+].[Na+]. Given the product [F:7][C:8]1[CH:13]=[CH:12][C:11]([O:14][CH3:15])=[CH:10][C:9]=1[C:16]1[CH:21]=[CH:20][C:19]([O:22][CH2:23][C:24]2[CH:29]=[CH:28][C:27]([O:30][CH3:31])=[CH:26][CH:25]=2)=[CH:18][C:17]=1[CH2:32][OH:33], predict the reactants needed to synthesize it. (2) Given the product [N:9]1([C:5]2[CH:4]=[C:3]([OH:2])[CH:8]=[CH:7][CH:6]=2)[C:17]2[C:12](=[CH:13][CH:14]=[CH:15][CH:16]=2)[CH:11]=[N:10]1, predict the reactants needed to synthesize it. The reactants are: C[O:2][C:3]1[CH:4]=[C:5]([N:9]2[C:17]3[C:12](=[CH:13][CH:14]=[CH:15][CH:16]=3)[CH:11]=[N:10]2)[CH:6]=[CH:7][CH:8]=1.C([O-])([O-])=O.[K+].[K+]. (3) Given the product [C:16]([O:15][C:13]([NH:1][C:2]1[CH:3]=[C:4]([CH:9]=[CH:10][C:11]=1[CH3:12])[C:5]([O:7][CH3:8])=[O:6])=[O:14])([CH3:19])([CH3:18])[CH3:17], predict the reactants needed to synthesize it. The reactants are: [NH2:1][C:2]1[CH:3]=[C:4]([CH:9]=[CH:10][C:11]=1[CH3:12])[C:5]([O:7][CH3:8])=[O:6].[C:13](O[C:13]([O:15][C:16]([CH3:19])([CH3:18])[CH3:17])=[O:14])([O:15][C:16]([CH3:19])([CH3:18])[CH3:17])=[O:14]. (4) Given the product [C@@H:6]1([O:24][C:25]2[C:29]([CH2:30][C:31]3[CH:36]=[CH:35][C:34]([CH2:37][CH2:38][CH2:39][C:40](=[O:48])[NH:41][C:42]([C:61]([N:63]4[CH2:64][CH2:65][NH:66][CH2:67][CH2:68]4)=[O:62])([CH3:43])[CH3:44])=[CH:33][C:32]=3[CH3:49])=[C:28]([CH:50]([CH3:52])[CH3:51])[NH:27][N:26]=2)[O:7][C@H:8]([CH2:19][OH:20])[C@@H:9]([OH:15])[C@H:10]([OH:11])[C@H:5]1[OH:4], predict the reactants needed to synthesize it. The reactants are: C([O:4][C@@H:5]1[C@@H:10]([O:11]C(=O)C)[C@H:9]([O:15]C(=O)C)[C@@H:8]([CH2:19][O:20]C(=O)C)[O:7][C@H:6]1[O:24][C:25]1[C:29]([CH2:30][C:31]2[CH:36]=[CH:35][C:34]([CH2:37][CH2:38][CH2:39][C:40](=[O:48])[NH:41][C:42](C(O)=O)([CH3:44])[CH3:43])=[CH:33][C:32]=2[CH3:49])=[C:28]([CH:50]([CH3:52])[CH3:51])[NH:27][N:26]=1)(=O)C.C(O[C:61]([N:63]1[CH2:68][CH2:67][NH:66][CH2:65][CH2:64]1)=[O:62])C1C=CC=CC=1.C(N1CCNCC1)C1C=CC=CC=1. (5) Given the product [CH2:1]([O:3][C:4](=[O:7])[CH2:5][N:18]([CH3:17])[C:19]1[CH:24]=[CH:23][CH:22]=[CH:21][CH:20]=1)[CH3:2], predict the reactants needed to synthesize it. The reactants are: [CH2:1]([O:3][C:4](=[O:7])[CH2:5]Br)[CH3:2].CCN(C(C)C)C(C)C.[CH3:17][NH:18][C:19]1[CH:24]=[CH:23][CH:22]=[CH:21][CH:20]=1. (6) The reactants are: [Br:1][C:2]1[N:7]=[CH:6][C:5]2[C:8]([C:14]#[C:15][Si](C)(C)C)=[CH:9][N:10]([CH:11]([CH3:13])[CH3:12])[C:4]=2[CH:3]=1.[F-].C([N+](CCCC)(CCCC)CCCC)CCC. Given the product [Br:1][C:2]1[N:7]=[CH:6][C:5]2[C:8]([C:14]#[CH:15])=[CH:9][N:10]([CH:11]([CH3:12])[CH3:13])[C:4]=2[CH:3]=1, predict the reactants needed to synthesize it. (7) Given the product [O:6]1[CH2:7][CH2:8][CH:3]([C:9]([OH:11])=[O:10])[CH2:4][CH2:5]1, predict the reactants needed to synthesize it. The reactants are: C([C:3]1([C:9]([OH:11])=[O:10])[CH2:8][CH2:7][O:6][CH2:5][CH2:4]1)#N.C(C1(C(OC)=O)CCOCC1)#N.Cl. (8) Given the product [CH3:36][C:29]1[C:30](=[O:35])[C:31]2[C:26]([C:27](=[O:38])[C:28]=1[CH3:37])=[C:25]([CH3:24])[C:19]([SH:20])=[CH:33][C:32]=2[CH3:34], predict the reactants needed to synthesize it. The reactants are: C(N(CC)CC)C.CN(C1C=CC=CN=1)C.CN(C)[C:19](Cl)=[S:20].O[C:24]1[C:25](C)=[C:26]2[C:31](=[C:32]([CH3:34])[CH:33]=1)[C:30](=[O:35])[C:29]([CH3:36])=[C:28]([CH3:37])[C:27]2=[O:38]. (9) Given the product [C:28]([O:27][C:25](=[O:26])[C@@H:24]([N:6]1[C@H:7]([C:17]2[CH:18]=[CH:19][C:20]([Cl:23])=[CH:21][CH:22]=2)[C@@H:52]([C:36]2[CH:35]=[CH:18][CH:19]=[C:20]([Cl:23])[CH:21]=2)[CH2:51][C@H:46]([CH2:45][C:44]([OH:56])=[O:55])[C:48]1=[O:50])[CH2:32][CH3:33])([CH3:29])([CH3:30])[CH3:31], predict the reactants needed to synthesize it. The reactants are: C([C@@H]1C[C@H](C2C=CC=C(Cl)C=2)[C@@H:7]([C:17]2[CH:22]=[CH:21][C:20]([Cl:23])=[CH:19][CH:18]=2)[N:6]([C@@H:24]([CH2:32][CH3:33])[C:25]([O:27][C:28]([CH3:31])([CH3:30])[CH3:29])=[O:26])C1=O)C=C.[C:35](#N)[CH3:36].I([O-])(=O)(=O)=O.[Na+].[C:44]([OH:56])(=[O:55])[CH2:45][C:46]([CH2:51][C:52](O)=O)([C:48]([OH:50])=O)O. (10) Given the product [Br:1][C:2]1[CH:11]=[CH:10][CH:9]=[C:8]2[C:3]=1[CH2:4][C@H:5]([CH2:12][O:13][Si:14]([C:17]([CH3:20])([CH3:19])[CH3:18])([CH3:15])[CH3:16])[NH:6][C@H:7]2[CH3:21], predict the reactants needed to synthesize it. The reactants are: [Br:1][C:2]1[CH:11]=[CH:10][CH:9]=[C:8]2[C:3]=1[CH2:4][C@H:5]([CH2:12][O:13][Si:14]([C:17]([CH3:20])([CH3:19])[CH3:18])([CH3:16])[CH3:15])[N:6]=[CH:7]2.[CH3:21][Mg]Cl.